From a dataset of Catalyst prediction with 721,799 reactions and 888 catalyst types from USPTO. Predict which catalyst facilitates the given reaction. (1) Reactant: CC(C)([O-])C.[Na+].[CH2:7]([SH:14])[C:8]1[CH:13]=[CH:12][CH:11]=[CH:10][CH:9]=1.F[C:16]1[CH:23]=[CH:22][CH:21]=[C:20]([O:24][CH3:25])[C:17]=1[CH:18]=[O:19].O. Product: [CH2:7]([S:14][C:16]1[CH:23]=[CH:22][CH:21]=[C:20]([O:24][CH3:25])[C:17]=1[CH:18]=[O:19])[C:8]1[CH:13]=[CH:12][CH:11]=[CH:10][CH:9]=1. The catalyst class is: 7. (2) The catalyst class is: 588. Product: [CH:22]1[CH:21]=[CH:20][C:19]([C@@H:25]2[N:26]([C:5]([O:9][C@@H:10]3[CH:15]4[CH2:14][CH2:13][N:12]([CH2:17][CH2:16]4)[CH2:11]3)=[O:18])[CH2:27][CH2:28][C:29]3[CH:30]=[CH:31][CH:32]=[CH:33][C:34]2=3)=[CH:24][CH:23]=1. Reactant: [O-]CC.[Na+].[C:5](=[O:18])([O:9][C@@H:10]1[CH:15]2[CH2:16][CH2:17][N:12]([CH2:13][CH2:14]2)[CH2:11]1)OCC.[C:19]1([C@H:25]2[C:34]3[C:29](=[CH:30][CH:31]=[CH:32][CH:33]=3)[CH2:28][CH2:27][NH:26]2)[CH:24]=[CH:23][CH:22]=[CH:21][CH:20]=1. (3) Reactant: [N:1]1[N:2]([C:6]2[N:11]=[C:10]([NH:12][C:13]([C:15]3[C:19]4[N:20]=[C:21]([NH:24][C@@H:25]5[CH2:30][CH2:29][O:28][CH2:27][C@@H:26]5[NH:31]C(=O)OC(C)(C)C)[N:22]=[CH:23][C:18]=4[S:17][CH:16]=3)=[O:14])[CH:9]=[CH:8][CH:7]=2)[N:3]=[CH:4][CH:5]=1. Product: [N:3]1[N:2]([C:6]2[N:11]=[C:10]([NH:12][C:13]([C:15]3[C:19]4[N:20]=[C:21]([NH:24][C@@H:25]5[CH2:30][CH2:29][O:28][CH2:27][C@@H:26]5[NH2:31])[N:22]=[CH:23][C:18]=4[S:17][CH:16]=3)=[O:14])[CH:9]=[CH:8][CH:7]=2)[N:1]=[CH:5][CH:4]=1. The catalyst class is: 631. (4) Reactant: CO[CH:3](OC)[CH2:4][C:5](=O)[CH3:6].Cl.[Cl:11][C:12]1[CH:21]=[C:20]([O:22][CH3:23])[C:19]([NH:24][NH2:25])=[CH:18][C:13]=1[C:14]([O:16][CH3:17])=[O:15]. Product: [Cl:11][C:12]1[CH:21]=[C:20]([O:22][CH3:23])[C:19]([N:24]2[CH:3]=[CH:4][C:5]([CH3:6])=[N:25]2)=[CH:18][C:13]=1[C:14]([O:16][CH3:17])=[O:15].[Cl:11][C:12]1[CH:21]=[C:20]([O:22][CH3:23])[C:19]([N:24]2[C:5]([CH3:6])=[CH:4][CH:3]=[N:25]2)=[CH:18][C:13]=1[C:14]([O:16][CH3:17])=[O:15]. The catalyst class is: 5. (5) Reactant: [H-].[Na+].[CH:3]([O:5][CH2:6][CH3:7])=[O:4].C[O:9][CH:10](OC)[CH2:11][C:12](OC)=[O:13]. Product: [CH:10]([CH:11]([CH:12]=[O:13])[C:3]([O:5][CH2:6][CH3:7])=[O:4])=[O:9]. The catalyst class is: 27.